From a dataset of M1 muscarinic receptor agonist screen with 61,833 compounds. Binary Classification. Given a drug SMILES string, predict its activity (active/inactive) in a high-throughput screening assay against a specified biological target. (1) The compound is O(c1cc(Cn2nc(cc2C)C)ccc1OC)C. The result is 0 (inactive). (2) The drug is S1\C(C(=O)C(=C1C)C(OCC)=O)=C/N(C)C. The result is 0 (inactive). (3) The molecule is O(c1c(c2c(cc1)cccc2)C(=O)Nc1n(c(=O)n(c(=O)c1)C)C)CC. The result is 0 (inactive). (4) The drug is O=C1N(CC(O)COc2cc(cc(c2)C)C)C(=O)NC1(C)C. The result is 0 (inactive). (5) The compound is O(c1c(CCC(=O)Nc2[nH]c3c(n2)cccc3)cccc1)C. The result is 0 (inactive). (6) The drug is Fc1c(N2CCN(C3CC(=O)N(C3=O)c3ccc(OCCC)cc3)CC2)cccc1. The result is 0 (inactive).